From a dataset of Full USPTO retrosynthesis dataset with 1.9M reactions from patents (1976-2016). Predict the reactants needed to synthesize the given product. (1) Given the product [CH3:6][O:7][C:8]1[CH:14]=[C:13]([N:15]2[CH2:20][CH2:19][N:18]([CH3:21])[CH2:17][CH2:16]2)[C:12]([N+:22]([O-:24])=[O:23])=[CH:11][C:9]=1[NH:10][C:26]([NH2:27])=[NH:25], predict the reactants needed to synthesize it. The reactants are: CS(O)(=O)=O.[CH3:6][O:7][C:8]1[CH:14]=[C:13]([N:15]2[CH2:20][CH2:19][N:18]([CH3:21])[CH2:17][CH2:16]2)[C:12]([N+:22]([O-:24])=[O:23])=[CH:11][C:9]=1[NH2:10].[N:25]#[C:26][NH2:27].[OH-].[Na+]. (2) The reactants are: [CH2:1]([O:8][C:9]([NH:11][C:12](=[CH:17]N(C)C)[C:13]([O:15][CH3:16])=[O:14])=[O:10])[C:2]1[CH:7]=[CH:6][CH:5]=[CH:4][CH:3]=1.[C:21]1([NH:27][C:28]2[CH:33]=[CH:32][CH:31]=[CH:30][CH:29]=2)[CH:26]=[CH:25][CH:24]=[CH:23][CH:22]=1.Cl. Given the product [CH2:1]([O:8][C:9]([NH:11][C:12](=[CH:17][N:27]([C:21]1[CH:22]=[CH:23][CH:24]=[CH:25][CH:26]=1)[C:28]1[CH:29]=[CH:30][CH:31]=[CH:32][CH:33]=1)[C:13]([O:15][CH3:16])=[O:14])=[O:10])[C:2]1[CH:3]=[CH:4][CH:5]=[CH:6][CH:7]=1, predict the reactants needed to synthesize it. (3) Given the product [O:29]=[C:20]1[C:21]2[C:26](=[CH:25][CH:24]=[CH:23][CH:22]=2)[C:27](=[O:28])[N:19]1[C@H:17]([CH3:18])[CH2:16][N:12]1[CH:13]=[CH:14][C:10]([C:8]2[CH:7]=[CH:6][C:3]([C:4]#[N:5])=[C:2]([CH3:1])[CH:9]=2)=[N:11]1, predict the reactants needed to synthesize it. The reactants are: [CH3:1][C:2]1[CH:9]=[C:8]([C:10]2[CH:14]=[CH:13][NH:12][N:11]=2)[CH:7]=[CH:6][C:3]=1[C:4]#[N:5].Br[CH2:16][C@H:17]([N:19]1[C:27](=[O:28])[C:26]2[C:21](=[CH:22][CH:23]=[CH:24][CH:25]=2)[C:20]1=[O:29])[CH3:18]. (4) Given the product [Cl:21][C:22]1[CH:23]=[CH:24][C:25]([OH:31])=[C:26](/[C:28](=[N:17]/[NH:16][C:14](=[O:15])[C:13]2[CH:18]=[CH:19][CH:20]=[C:11]([S:8]([N:5]3[CH2:6][CH2:7][CH:2]([CH3:1])[CH2:3][CH2:4]3)(=[O:10])=[O:9])[CH:12]=2)/[CH3:29])[CH:27]=1, predict the reactants needed to synthesize it. The reactants are: [CH3:1][CH:2]1[CH2:7][CH2:6][N:5]([S:8]([C:11]2[CH:12]=[C:13]([CH:18]=[CH:19][CH:20]=2)[C:14]([NH:16][NH2:17])=[O:15])(=[O:10])=[O:9])[CH2:4][CH2:3]1.[Cl:21][C:22]1[CH:23]=[CH:24][C:25]([OH:31])=[C:26]([C:28](=O)[CH3:29])[CH:27]=1. (5) Given the product [F:1][C:2]1[CH:7]=[CH:6][C:5]([S:8]([N:11]([CH3:25])[CH:12]2[CH2:24][N:16]3[C:17]4[C:22]([C:23]([C:26](=[O:30])[C:27]([O:33][CH3:32])=[O:28])=[C:15]3[CH2:14][CH2:13]2)=[CH:21][CH:20]=[CH:19][CH:18]=4)(=[O:9])=[O:10])=[CH:4][CH:3]=1, predict the reactants needed to synthesize it. The reactants are: [F:1][C:2]1[CH:7]=[CH:6][C:5]([S:8]([N:11]([CH3:25])[CH:12]2[CH2:24][N:16]3[C:17]4[C:22]([CH:23]=[C:15]3[CH2:14][CH2:13]2)=[CH:21][CH:20]=[CH:19][CH:18]=4)(=[O:10])=[O:9])=[CH:4][CH:3]=1.[C:26](Cl)(=[O:30])[C:27](Cl)=[O:28].[CH3:32][OH:33]. (6) The reactants are: [CH3:1][O:2][C:3]1[C:12]2[C:7](=[C:8]([O:13][CH3:14])[CH:9]=[CH:10][CH:11]=2)[CH:6]=[C:5]([C:15](OC)=[O:16])[CH:4]=1.[H-].[Al+3].[Li+].[H-].[H-].[H-]. Given the product [CH3:1][O:2][C:3]1[C:12]2[C:7](=[C:8]([O:13][CH3:14])[CH:9]=[CH:10][CH:11]=2)[CH:6]=[C:5]([CH2:15][OH:16])[CH:4]=1, predict the reactants needed to synthesize it.